Dataset: Reaction yield outcomes from USPTO patents with 853,638 reactions. Task: Predict the reaction yield, written as a fraction of the theoretical maximum amount of product (1.0 means a 100% yield; for example, 0.34 means a 34% yield). (1) The reactants are [C:1]([S:5][CH2:6][C:7]1([CH3:14])[NH:11][C:10](=[O:12])[NH:9][C:8]1=[O:13])([CH3:4])([CH3:3])[CH3:2].[OH-:15].[K+]. The catalyst is C1(C)C=CC=CC=1. The product is [C:10]([NH:11][C@:7]([CH3:14])([C:8]([OH:15])=[O:13])[CH2:6][S:5][C:1]([CH3:4])([CH3:3])[CH3:2])(=[O:12])[NH2:9]. The yield is 0.900. (2) The reactants are [CH2:1]([NH:3][C:4]([NH:6][C:7]1[N:15]=[CH:14][N:13]=[C:12]2[C:8]=1[N:9]=[CH:10][N:11]2[CH:16]1[CH:23]2[CH:19]([O:20][CH:21]([CH:24]=[CH:25][C:26]3[CH:31]=[CH:30][CH:29]=[CH:28][CH:27]=3)[O:22]2)[CH:18]([CH2:32]O)[O:17]1)=[O:5])[CH3:2].CC(OI1(OC(C)=O)(OC(C)=O)OC(=O)C2C=CC=CC1=2)=O.[CH3:56][O:57][C:58]([CH:60]=P(C1C=CC=CC=1)(C1C=CC=CC=1)C1C=CC=CC=1)=[O:59]. The catalyst is C(#N)C.C(OCC)(=O)C. The product is [CH3:56][O:57][C:58](=[O:59])[CH:60]=[CH:32][CH:18]1[CH:19]2[CH:23]([O:22][CH:21]([CH:24]=[CH:25][C:26]3[CH:27]=[CH:28][CH:29]=[CH:30][CH:31]=3)[O:20]2)[CH:16]([N:11]2[CH:10]=[N:9][C:8]3[C:12]2=[N:13][CH:14]=[N:15][C:7]=3[NH:6][C:4]([NH:3][CH2:1][CH3:2])=[O:5])[O:17]1. The yield is 0.710.